This data is from Full USPTO retrosynthesis dataset with 1.9M reactions from patents (1976-2016). The task is: Predict the reactants needed to synthesize the given product. (1) Given the product [Cl:20][C:21]1[CH:22]=[C:23]([S:28]([N:6]2[C:7]3[C:12](=[CH:11][CH:10]=[CH:9][CH:8]=3)[CH2:13][CH:5]2[C:3]([O:2][CH3:1])=[O:4])(=[O:29])=[O:30])[CH:24]=[CH:25][C:26]=1[Cl:27], predict the reactants needed to synthesize it. The reactants are: [CH3:1][O:2][C:3]([CH:5]1[CH2:13][C:12]2[C:7](=[CH:8][CH:9]=[CH:10][CH:11]=2)[NH:6]1)=[O:4].N1C=CC=CC=1.[Cl:20][C:21]1[CH:22]=[C:23]([S:28](Cl)(=[O:30])=[O:29])[CH:24]=[CH:25][C:26]=1[Cl:27]. (2) Given the product [C:5]([O-:10])(=[O:9])[C:6]([O-:8])=[O:7].[Cr+3:2].[C:5]([O-:10])(=[O:9])[C:6]([O-:8])=[O:7].[C:5]([O-:10])(=[O:9])[C:6]([O-:8])=[O:7].[Cr+3:2], predict the reactants needed to synthesize it. The reactants are: [OH-].[Cr+3:2].[OH-].[OH-].[C:5]([OH:10])(=[O:9])[C:6]([OH:8])=[O:7]. (3) Given the product [CH2:8]([O:7][C:6]([N:5]([CH2:4][C:3]1[CH:17]=[C:18]([N+:21]([O-:23])=[O:22])[CH:19]=[CH:20][C:2]=1[CH:40]([C:38]#[N:39])[C:41]([O:43][CH2:44][CH3:45])=[O:42])[CH3:16])=[O:15])[C:9]1[CH:14]=[CH:13][CH:12]=[CH:11][CH:10]=1, predict the reactants needed to synthesize it. The reactants are: Br[C:2]1[CH:20]=[CH:19][C:18]([N+:21]([O-:23])=[O:22])=[CH:17][C:3]=1[CH2:4][N:5]([CH3:16])[C:6](=[O:15])[O:7][CH2:8][C:9]1[CH:14]=[CH:13][CH:12]=[CH:11][CH:10]=1.N1CCC[C@H]1C(O)=O.C(=O)([O-])[O-].[Cs+].[Cs+].[C:38]([CH2:40][C:41]([O:43][CH2:44][CH3:45])=[O:42])#[N:39].